Dataset: Peptide-MHC class II binding affinity with 134,281 pairs from IEDB. Task: Regression. Given a peptide amino acid sequence and an MHC pseudo amino acid sequence, predict their binding affinity value. This is MHC class II binding data. (1) The peptide sequence is LQDIPTGSAPAAQHRLPQ. The MHC is HLA-DQA10301-DQB10302 with pseudo-sequence HLA-DQA10301-DQB10302. The binding affinity (normalized) is 0.688. (2) The peptide sequence is IAPAVQTNWQKLETFWAKHM. The MHC is DRB4_0101 with pseudo-sequence DRB4_0103. The binding affinity (normalized) is 0.427. (3) The peptide sequence is AVTFVNAPALAAERG. The MHC is DRB4_0101 with pseudo-sequence DRB4_0103. The binding affinity (normalized) is 0.182. (4) The peptide sequence is DVKRPGGGQIVGGVY. The MHC is HLA-DQA10501-DQB10301 with pseudo-sequence HLA-DQA10501-DQB10301. The binding affinity (normalized) is 0.755.